From a dataset of Catalyst prediction with 721,799 reactions and 888 catalyst types from USPTO. Predict which catalyst facilitates the given reaction. Reactant: [OH:1][C:2]1[N:10]=[C:9]([OH:11])[CH:8]=[CH:7][C:3]=1[C:4]([NH2:6])=[O:5].C1C(=O)N([I:19])C(=O)C1. Product: [OH:1][C:2]1[N:10]=[C:9]([OH:11])[C:8]([I:19])=[CH:7][C:3]=1[C:4]([NH2:6])=[O:5]. The catalyst class is: 2.